From a dataset of Forward reaction prediction with 1.9M reactions from USPTO patents (1976-2016). Predict the product of the given reaction. (1) Given the reactants Cl[C:2]1[CH:3]=[C:4]([N:17]2[CH2:22][CH2:21][O:20][CH2:19][CH2:18]2)[C:5]2[N:6]([CH:8]=[C:9]([CH2:11][C:12]([O:14][CH2:15][CH3:16])=[O:13])[N:10]=2)[N:7]=1.C([O-])=O.[NH4+], predict the reaction product. The product is: [O:20]1[CH2:19][CH2:18][N:17]([C:4]2[C:5]3[N:6]([CH:8]=[C:9]([CH2:11][C:12]([O:14][CH2:15][CH3:16])=[O:13])[N:10]=3)[N:7]=[CH:2][CH:3]=2)[CH2:22][CH2:21]1. (2) Given the reactants [NH2:1][C:2]1[CH:30]=[CH:29][C:5]([O:6][C:7]2[CH:12]=[CH:11][N:10]=[C:9]3[CH:13]=[C:14]([C:16]4[CH:21]=[CH:20][C:19]([C:22]([N:24]5[CH2:28][CH2:27][CH2:26][CH2:25]5)=[O:23])=[CH:18][CH:17]=4)[S:15][C:8]=23)=[C:4]([F:31])[CH:3]=1.ClC(Cl)(O[C:36](=[O:42])OC(Cl)(Cl)Cl)Cl.[Cl-].[CH3:45][S:46]([C:49]1[CH:50]=[C:51]([NH3+:55])[CH:52]=[CH:53][CH:54]=1)(=[O:48])=[O:47].CC(C)=O, predict the reaction product. The product is: [F:31][C:4]1[CH:3]=[C:2]([NH:1][C:36]([NH:55][C:51]2[CH:52]=[CH:53][CH:54]=[C:49]([S:46]([CH3:45])(=[O:48])=[O:47])[CH:50]=2)=[O:42])[CH:30]=[CH:29][C:5]=1[O:6][C:7]1[CH:12]=[CH:11][N:10]=[C:9]2[CH:13]=[C:14]([C:16]3[CH:17]=[CH:18][C:19]([C:22]([N:24]4[CH2:28][CH2:27][CH2:26][CH2:25]4)=[O:23])=[CH:20][CH:21]=3)[S:15][C:8]=12. (3) Given the reactants [Cl:1][C:2]1[C:3]([O:10][C:11]2[CH:26]=[CH:25][C:14]([CH2:15][CH2:16][NH:17]C(=O)OC(C)(C)C)=[CH:13][CH:12]=2)=[N:4][C:5]([Cl:9])=[C:6]([Cl:8])[CH:7]=1.Cl, predict the reaction product. The product is: [ClH:1].[Cl:1][C:2]1[C:3]([O:10][C:11]2[CH:26]=[CH:25][C:14]([CH2:15][CH2:16][NH2:17])=[CH:13][CH:12]=2)=[N:4][C:5]([Cl:9])=[C:6]([Cl:8])[CH:7]=1. (4) Given the reactants Cl.[CH2:2]([O:9][C:10]1[CH:19]=[CH:18][CH:17]=[C:16]2[C:11]=1[CH2:12][CH2:13][CH2:14][CH:15]2[C:20]([N:22]([C:29]1[CH:30]=[N:31][C:32]([CH:35]([CH3:37])[CH3:36])=[CH:33][CH:34]=1)[CH2:23][C:24]1[CH:25]=[N:26][NH:27][CH:28]=1)=[O:21])[C:3]1[CH:8]=[CH:7][CH:6]=[CH:5][CH:4]=1.[CH2:38](Br)[CH2:39][CH2:40][CH2:41][CH2:42][CH2:43][CH2:44][CH2:45][CH2:46][CH2:47][CH2:48][CH3:49], predict the reaction product. The product is: [CH2:2]([O:9][C:10]1[CH:19]=[CH:18][CH:17]=[C:16]2[C:11]=1[CH2:12][CH2:13][CH2:14][CH:15]2[C:20]([N:22]([CH2:23][C:24]1[CH:25]=[N:26][N:27]([CH2:49][CH2:48][CH2:47][CH2:46][CH2:45][CH2:44][CH2:43][CH2:42][CH2:41][CH2:40][CH2:39][CH3:38])[CH:28]=1)[C:29]1[CH:30]=[N:31][C:32]([CH:35]([CH3:37])[CH3:36])=[CH:33][CH:34]=1)=[O:21])[C:3]1[CH:8]=[CH:7][CH:6]=[CH:5][CH:4]=1.